This data is from Reaction yield outcomes from USPTO patents with 853,638 reactions. The task is: Predict the reaction yield, written as a fraction of the theoretical maximum amount of product (1.0 means a 100% yield; for example, 0.34 means a 34% yield). (1) The reactants are [Cl:1][C:2]1[CH:10]=[C:9]([I:11])[C:5]2[O:6][CH2:7][O:8][C:4]=2[C:3]=1[NH:12][C:13]1[C:22]2[C:17](=[CH:18][C:19]([O:25][CH2:26][CH2:27][CH2:28]Cl)=[C:20]([O:23][CH3:24])[CH:21]=2)[N:16]=[CH:15][N:14]=1.[CH3:30][C@H:31]1[O:36][C@@H:35]([CH3:37])[CH2:34][NH:33][CH2:32]1. The catalyst is COCCO. The product is [Cl:1][C:2]1[CH:10]=[C:9]([I:11])[C:5]2[O:6][CH2:7][O:8][C:4]=2[C:3]=1[NH:12][C:13]1[C:22]2[C:17](=[CH:18][C:19]([O:25][CH2:26][CH2:27][CH2:28][N:33]3[CH2:32][C@H:31]([CH3:30])[O:36][C@H:35]([CH3:37])[CH2:34]3)=[C:20]([O:23][CH3:24])[CH:21]=2)[N:16]=[CH:15][N:14]=1. The yield is 0.480. (2) The reactants are [N:1]1[C:2]([NH:10][C:11](=[O:14])[CH2:12][CH3:13])=[CH:3][N:4]2[CH2:9][CH2:8][NH:7][CH2:6][C:5]=12.Cl[C:16]1[CH:21]=[C:20]([C:22]2[C:27]([CH3:28])=[CH:26][C:25]([CH3:29])=[CH:24][N:23]=2)[C:19]([Cl:30])=[CH:18][N:17]=1.[F-].[Cs+]. The catalyst is CS(C)=O. The product is [Cl:30][C:19]1[C:20]([C:22]2[C:27]([CH3:28])=[CH:26][C:25]([CH3:29])=[CH:24][N:23]=2)=[CH:21][C:16]([N:7]2[CH2:8][CH2:9][N:4]3[CH:3]=[C:2]([NH:10][C:11](=[O:14])[CH2:12][CH3:13])[N:1]=[C:5]3[CH2:6]2)=[N:17][CH:18]=1. The yield is 0.236. (3) The reactants are N([C:3]([O:5][CH:6](C)[CH3:7])=O)=N[C:3]([O:5][CH:6](C)[CH3:7])=O.[NH2:15][C:16]1[NH:20][N:19]=[C:18]([OH:21])[CH:17]=1.C1C=CC(P(C2C=CC=CC=2)C2C=CC=CC=2)=CC=1.COCCO. The catalyst is C(Cl)Cl. The product is [CH3:3][O:5][CH2:6][CH2:7][O:21][C:18]1[CH:17]=[C:16]([NH2:15])[NH:20][N:19]=1. The yield is 0.130. (4) The reactants are CCN(C(C)C)C(C)C.[CH3:10][O:11][CH2:12][C@@H:13]([O:15][C:16]1[CH:17]=[C:18]([CH:22]=[C:23]([O:25][CH2:26][C:27]2[CH:32]=[CH:31][CH:30]=[CH:29][CH:28]=2)[CH:24]=1)[C:19]([OH:21])=O)[CH3:14].CN(C(ON1N=NC2C=CC=NC1=2)=[N+](C)C)C.F[P-](F)(F)(F)(F)F.[NH2:57][C:58]1[CH:62]=[CH:61][N:60]([C:63]([O:65][C:66]([CH3:69])([CH3:68])[CH3:67])=[O:64])[N:59]=1. The catalyst is CN(C=O)C.O. The product is [CH3:14][C@H:13]([O:15][C:16]1[CH:17]=[C:18]([C:19]([NH:57][C:58]2[CH:62]=[CH:61][N:60]([C:63]([O:65][C:66]([CH3:69])([CH3:68])[CH3:67])=[O:64])[N:59]=2)=[O:21])[CH:22]=[C:23]([O:25][CH2:26][C:27]2[CH:32]=[CH:31][CH:30]=[CH:29][CH:28]=2)[CH:24]=1)[CH2:12][O:11][CH3:10]. The yield is 0.730. (5) The reactants are [CH2:1]([O:8][C:9]1[CH:14]=[C:13]([O:15][CH2:16][C:17]2[CH:22]=[CH:21][CH:20]=[CH:19][CH:18]=2)[C:12]([CH:23]([CH3:25])[CH3:24])=[CH:11][C:10]=1[C:26]1[O:30][N:29]=[C:28]([C:31]([NH:33][CH2:34][CH3:35])=[O:32])[C:27]=1[C:36]1[NH:40][N:39]=[N:38][N:37]=1)[C:2]1[CH:7]=[CH:6][CH:5]=[CH:4][CH:3]=1.[C:41](=O)([O-])[O-].[K+].[K+].IC. The catalyst is CC#N. The product is [CH2:1]([O:8][C:9]1[CH:14]=[C:13]([O:15][CH2:16][C:17]2[CH:18]=[CH:19][CH:20]=[CH:21][CH:22]=2)[C:12]([CH:23]([CH3:25])[CH3:24])=[CH:11][C:10]=1[C:26]1[O:30][N:29]=[C:28]([C:31]([NH:33][CH2:34][CH3:35])=[O:32])[C:27]=1[C:36]1[N:40]([CH3:41])[N:39]=[N:38][N:37]=1)[C:2]1[CH:7]=[CH:6][CH:5]=[CH:4][CH:3]=1. The yield is 0.440. (6) The reactants are [CH:1]1([CH:7]([C:9]2[C:10]([CH:24]([CH3:26])[CH3:25])=[N:11][N:12]([C:14]3[CH:19]=[CH:18][C:17]([C:20]([F:23])([F:22])[F:21])=[CH:16][N:15]=3)[CH:13]=2)O)[CH2:6][CH2:5][CH2:4][CH2:3][CH2:2]1.[NH2:27][C:28]1[CH:33]=[CH:32][C:31]([C:34]([N:36]([CH3:44])[CH2:37][CH2:38][C:39]([O:41]CC)=[O:40])=[O:35])=[CH:30][CH:29]=1. No catalyst specified. The product is [CH:1]1([CH:7]([NH:27][C:28]2[CH:29]=[CH:30][C:31]([C:34]([N:36]([CH3:44])[CH2:37][CH2:38][C:39]([OH:41])=[O:40])=[O:35])=[CH:32][CH:33]=2)[C:9]2[C:10]([CH:24]([CH3:26])[CH3:25])=[N:11][N:12]([C:14]3[CH:19]=[CH:18][C:17]([C:20]([F:23])([F:22])[F:21])=[CH:16][N:15]=3)[CH:13]=2)[CH2:6][CH2:5][CH2:4][CH2:3][CH2:2]1. The yield is 0.210.